From a dataset of Forward reaction prediction with 1.9M reactions from USPTO patents (1976-2016). Predict the product of the given reaction. Given the reactants C(OC(=O)[NH:7][C@@H:8]([CH2:28][CH:29]([CH3:31])[CH3:30])[CH2:9][O:10][C:11]1[C:12]([C:26]#[N:27])=[CH:13][C:14]2[C:24]3[C:19](=[CH:20][N:21]=[CH:22][CH:23]=3)[CH:18]([CH3:25])[O:17][C:15]=2[CH:16]=1)(C)(C)C.Cl.O1CCOCC1, predict the reaction product. The product is: [NH2:7][C@@H:8]([CH2:28][CH:29]([CH3:31])[CH3:30])[CH2:9][O:10][C:11]1[C:12]([C:26]#[N:27])=[CH:13][C:14]2[C:24]3[C:19](=[CH:20][N:21]=[CH:22][CH:23]=3)[CH:18]([CH3:25])[O:17][C:15]=2[CH:16]=1.